Dataset: Reaction yield outcomes from USPTO patents with 853,638 reactions. Task: Predict the reaction yield, written as a fraction of the theoretical maximum amount of product (1.0 means a 100% yield; for example, 0.34 means a 34% yield). (1) The reactants are [CH:1](OC)=[O:2].[NH2:5][C:6]1[CH:11]=[CH:10][C:9]([N:12]2[C:21](=[O:22])[C:20]3[C:15](=[CH:16][CH:17]=[CH:18][CH:19]=3)[N:14]=[C:13]2[C:23]2[CH:28]=[C:27]([CH3:29])[C:26]([O:30][CH2:31][CH2:32][OH:33])=[C:25]([CH3:34])[CH:24]=2)=[CH:8][CH:7]=1. The catalyst is CCO. The product is [OH:33][CH2:32][CH2:31][O:30][C:26]1[C:25]([CH3:34])=[CH:24][C:23]([C:13]2[N:12]([C:9]3[CH:10]=[CH:11][C:6]([NH:5][CH:1]=[O:2])=[CH:7][CH:8]=3)[C:21](=[O:22])[C:20]3[C:15](=[CH:16][CH:17]=[CH:18][CH:19]=3)[N:14]=2)=[CH:28][C:27]=1[CH3:29]. The yield is 0.330. (2) The reactants are [CH3:1][C:2]1[NH:6][C:5]2[C:7]([C:17]([O:19][CH3:20])=[O:18])=[CH:8][C:9]([N:11]3[CH2:16][CH2:15][O:14][CH2:13][CH2:12]3)=[CH:10][C:4]=2[N:3]=1.C([O-])([O-])=O.[K+].[K+].Br[CH2:28][C:29]1[CH:34]=[CH:33][CH:32]=[C:31]([CH3:35])[C:30]=1[F:36].O. The yield is 0.480. The catalyst is CN(C=O)C. The product is [F:36][C:30]1[C:31]([CH3:35])=[CH:32][CH:33]=[CH:34][C:29]=1[CH2:28][N:3]1[C:4]2[CH:10]=[C:9]([N:11]3[CH2:12][CH2:13][O:14][CH2:15][CH2:16]3)[CH:8]=[C:7]([C:17]([O:19][CH3:20])=[O:18])[C:5]=2[N:6]=[C:2]1[CH3:1]. (3) The product is [NH2:5][C:6]([CH3:32])([CH3:7])[CH2:8][CH2:9][C:10]1[C:11]([OH:31])=[CH:12][C:13]([OH:30])=[C:14]2[C:19]=1[O:18][C:17]([C:20]1[CH:21]=[CH:22][C:23]([O:26][CH3:27])=[CH:24][CH:25]=1)=[C:16]([OH:28])[C:15]2=[O:29]. The yield is 0.370. The catalyst is CCO. The reactants are ClCC([NH:5][C:6]([CH3:32])([CH2:8][CH2:9][C:10]1[C:11]([OH:31])=[CH:12][C:13]([OH:30])=[C:14]2[C:19]=1[O:18][C:17]([C:20]1[CH:25]=[CH:24][C:23]([O:26][CH3:27])=[CH:22][CH:21]=1)=[C:16]([OH:28])[C:15]2=[O:29])[CH3:7])=O.NC(N)=S.C(O)(=O)C. (4) The reactants are [Br:1][C:2]1[CH:3]=[C:4](I)[CH:5]=[CH:6][CH:7]=1.[C:9]1([C:43]2[CH:48]=[CH:47][CH:46]=[CH:45][CH:44]=2)[CH:14]=[CH:13][CH:12]=[C:11]([C:15]2[CH:39]=[C:38](B(O)O)[C:18]3[S:19][C:20]4[CH:25]=[CH:24][C:23]([C:26]5[CH:27]=[C:28]([C:32]6[CH:37]=[CH:36][CH:35]=[CH:34][CH:33]=6)[CH:29]=[CH:30][CH:31]=5)=[CH:22][C:21]=4[C:17]=3[CH:16]=2)[CH:10]=1.C1(C)C=CC=CC=1P(C1C=CC=CC=1C)C1C=CC=CC=1C.C(=O)([O-])[O-].[K+].[K+]. The catalyst is C([O-])(=O)C.[Pd+2].C([O-])(=O)C.O.C(O)C.C1(C)C=CC=CC=1. The product is [Br:1][C:2]1[CH:3]=[C:4]([C:25]2[C:20]3[S:19][C:18]4[CH:38]=[CH:39][C:15]([C:11]5[CH:10]=[C:9]([C:43]6[CH:48]=[CH:47][CH:46]=[CH:45][CH:44]=6)[CH:14]=[CH:13][CH:12]=5)=[CH:16][C:17]=4[C:21]=3[CH:22]=[C:23]([C:26]3[CH:27]=[C:28]([C:32]4[CH:37]=[CH:36][CH:35]=[CH:34][CH:33]=4)[CH:29]=[CH:30][CH:31]=3)[CH:24]=2)[CH:5]=[CH:6][CH:7]=1. The yield is 0.940. (5) The reactants are O=[C:2]1[O:7][C:6]([C:8]2[CH:13]=[CH:12][CH:11]=[CH:10][C:9]=2[O:14]C(=O)C)=[N:5][C:4]2[CH:18]=[CH:19][CH:20]=[CH:21][C:3]1=2.[NH2:22][CH2:23][CH2:24][C:25]1[CH:30]=[CH:29][C:28]([OH:31])=[CH:27][CH:26]=1. No catalyst specified. The product is [OH:14][C:9]1[CH:10]=[CH:11][CH:12]=[CH:13][C:8]=1[C:6]1[N:22]([CH2:23][CH2:24][C:25]2[CH:30]=[CH:29][C:28]([OH:31])=[CH:27][CH:26]=2)[C:2](=[O:7])[C:3]2[C:4](=[CH:18][CH:19]=[CH:20][CH:21]=2)[N:5]=1. The yield is 0.870. (6) The reactants are Br[C:2]1[S:6][C:5]([C:7]([N:9]([CH2:11][C:12]2[CH:17]=[CH:16][CH:15]=[C:14]([OH:18])[CH:13]=2)[CH3:10])=[O:8])=[CH:4][CH:3]=1.[F:19][C:20]1[CH:25]=[CH:24][C:23](B(O)O)=[CH:22][CH:21]=1. The catalyst is [Pd].C1(P(C2C=CC=CC=2)C2C=CC=CC=2)C=CC=CC=1.C1(P(C2C=CC=CC=2)C2C=CC=CC=2)C=CC=CC=1.C1(P(C2C=CC=CC=2)C2C=CC=CC=2)C=CC=CC=1.C1(P(C2C=CC=CC=2)C2C=CC=CC=2)C=CC=CC=1. The product is [F:19][C:20]1[CH:25]=[CH:24][C:23]([C:2]2[S:6][C:5]([C:7]([N:9]([CH2:11][C:12]3[CH:17]=[CH:16][CH:15]=[C:14]([OH:18])[CH:13]=3)[CH3:10])=[O:8])=[CH:4][CH:3]=2)=[CH:22][CH:21]=1. The yield is 0.840. (7) The reactants are C[C:2]1[C:10]([C:11]2[CH:12]=[CH:13][C:14]3[O:15][C:16]([CH3:22])([CH3:21])[CH2:17][NH:18][C:19]=3[N:20]=2)=[CH:9][CH:8]=[CH:7][C:3]=1[C:4](O)=[O:5].[NH:23]1[CH2:27][CH2:26][CH2:25][CH2:24]1.F[P-](F)(F)(F)(F)F.N1(OC(N(C)C)=[N+](C)C)C2N=CC=CC=2N=N1.C(N(C(C)C)CC)(C)C. The catalyst is CN(C)C=O.O. The product is [CH3:21][C:16]1([CH3:22])[O:15][C:14]2[CH:13]=[CH:12][C:11]([C:10]3[CH:2]=[C:3]([C:4]([N:23]4[CH2:27][CH2:26][CH2:25][CH2:24]4)=[O:5])[CH:7]=[CH:8][CH:9]=3)=[N:20][C:19]=2[NH:18][CH2:17]1. The yield is 0.720. (8) The reactants are C(OC(=O)[N:7]([C:16]1[S:17][C@:18]2([CH2:33][O:34][CH3:35])[C@H:20]([C@:21]([C:25]3[CH:30]=[C:29]([Br:31])[CH:28]=[CH:27][C:26]=3[F:32])([CH2:23][F:24])[N:22]=1)[CH2:19]2)COCC[Si](C)(C)C)(C)(C)C.S(=O)(=O)(O)O.[OH-].[Na+]. No catalyst specified. The product is [Br:31][C:29]1[CH:28]=[CH:27][C:26]([F:32])=[C:25]([C@:21]2([CH2:23][F:24])[C@H:20]3[C@:18]([CH2:33][O:34][CH3:35])([CH2:19]3)[S:17][C:16]([NH2:7])=[N:22]2)[CH:30]=1. The yield is 0.880. (9) The reactants are [Cl:1][C:2]1[CH:3]=[C:4]2[C:8](=[CH:9][CH:10]=1)[NH:7][C:6]1[C@H:11]([CH2:15][CH:16]([CH3:18])[CH3:17])[NH:12][CH2:13][CH2:14][C:5]2=1.C(OC([N:26]1[CH2:31][CH2:30][CH:29]([C:32](O)=[O:33])[CH2:28][CH2:27]1)=O)(C)(C)C. No catalyst specified. The product is [Cl:1][C:2]1[CH:3]=[C:4]2[C:8](=[CH:9][CH:10]=1)[NH:7][C:6]1[C@H:11]([CH2:15][CH:16]([CH3:18])[CH3:17])[N:12]([C:32]([CH:29]3[CH2:30][CH2:31][NH:26][CH2:27][CH2:28]3)=[O:33])[CH2:13][CH2:14][C:5]2=1. The yield is 0.540.